From a dataset of Peptide-MHC class II binding affinity with 134,281 pairs from IEDB. Regression. Given a peptide amino acid sequence and an MHC pseudo amino acid sequence, predict their binding affinity value. This is MHC class II binding data. (1) The peptide sequence is EKKYFAATQFEPLAT. The MHC is HLA-DPA10103-DPB10601 with pseudo-sequence HLA-DPA10103-DPB10601. The binding affinity (normalized) is 0.524. (2) The peptide sequence is EKQYFAATQFEPLAA. The MHC is HLA-DQA10301-DQB10302 with pseudo-sequence HLA-DQA10301-DQB10302. The binding affinity (normalized) is 0.472. (3) The peptide sequence is AYGIPKVPPGPNITA. The MHC is HLA-DPA10103-DPB10201 with pseudo-sequence HLA-DPA10103-DPB10201. The binding affinity (normalized) is 0.0652.